From a dataset of Forward reaction prediction with 1.9M reactions from USPTO patents (1976-2016). Predict the product of the given reaction. (1) Given the reactants [Cl:1][C:2]1[C:7]([C:8]([F:11])([F:10])[F:9])=[CH:6][CH:5]=[CH:4][N:3]=1.[C:12]([C:16]1[CH:21]=[CH:20][C:19]([NH:22][C:23]2[C:24]3[CH2:35][CH2:34][NH:33][CH2:32][C:25]=3[N:26]=[C:27]([CH2:29][O:30][CH3:31])[N:28]=2)=[CH:18][CH:17]=1)([CH3:15])([CH3:14])[CH3:13].C(=O)([O-])[O-].[K+].[K+], predict the reaction product. The product is: [ClH:1].[C:12]([C:16]1[CH:17]=[CH:18][C:19]([NH:22][C:23]2[C:24]3[CH2:35][CH2:34][N:33]([C:2]4[C:7]([C:8]([F:11])([F:10])[F:9])=[CH:6][CH:5]=[CH:4][N:3]=4)[CH2:32][C:25]=3[N:26]=[C:27]([CH2:29][O:30][CH3:31])[N:28]=2)=[CH:20][CH:21]=1)([CH3:15])([CH3:13])[CH3:14]. (2) Given the reactants [CH2:1]([N:3]1[CH2:9][CH2:8][CH2:7][N:6]([C:10]2[CH:20]=[CH:19][C:13]([C:14]([O:16]CC)=O)=[CH:12][CH:11]=2)[CH2:5][CH2:4]1)[CH3:2].[CH3:21][O:22][C:23]1[CH:24]=[C:25]([CH2:31][CH2:32][C:33]2[CH:34]=[C:35]([NH2:38])[NH:36][N:37]=2)[CH:26]=[C:27]([O:29][CH3:30])[CH:28]=1.C[Al](C)C.C(Cl)Cl.CCOCC, predict the reaction product. The product is: [CH3:30][O:29][C:27]1[CH:26]=[C:25]([CH2:31][CH2:32][C:33]2[CH:34]=[C:35]([NH:38][C:14](=[O:16])[C:13]3[CH:12]=[CH:11][C:10]([N:6]4[CH2:7][CH2:8][CH2:9][N:3]([CH2:1][CH3:2])[CH2:4][CH2:5]4)=[CH:20][CH:19]=3)[NH:36][N:37]=2)[CH:24]=[C:23]([O:22][CH3:21])[CH:28]=1. (3) Given the reactants [O:1]=[S:2]1(=[O:42])[C:8]2[CH:9]=[C:10]([O:13][CH2:14][C:15]([O:17]CC)=[O:16])[CH:11]=[CH:12][C:7]=2[N:6]([C:20]2[CH:25]=[CH:24][C:23]([NH:26][C:27]([O:29][C:30]([CH3:33])([CH3:32])[CH3:31])=[O:28])=[CH:22][CH:21]=2)[CH2:5][C:4]([CH2:38][CH2:39][CH2:40][CH3:41])([CH2:34][CH2:35][CH2:36][CH3:37])[CH2:3]1.O.[Li+].[OH-].Cl, predict the reaction product. The product is: [O:42]=[S:2]1(=[O:1])[C:8]2[CH:9]=[C:10]([O:13][CH2:14][C:15]([OH:17])=[O:16])[CH:11]=[CH:12][C:7]=2[N:6]([C:20]2[CH:25]=[CH:24][C:23]([NH:26][C:27]([O:29][C:30]([CH3:32])([CH3:33])[CH3:31])=[O:28])=[CH:22][CH:21]=2)[CH2:5][C:4]([CH2:38][CH2:39][CH2:40][CH3:41])([CH2:34][CH2:35][CH2:36][CH3:37])[CH2:3]1. (4) Given the reactants Cl[C:2]1[N:3]=[C:4]([N:12]2[CH2:17][CH2:16][O:15][CH2:14][CH2:13]2)[C:5]2[N:10]([CH3:11])[N:9]=[CH:8][C:6]=2[N:7]=1.[CH3:18][C:19]1[CH:24]=[CH:23][C:22]([NH:25][C:26](=[O:37])[C:27]2[CH:32]=[CH:31][CH:30]=[C:29]([C:33]([F:36])([F:35])[F:34])[CH:28]=2)=[CH:21][C:20]=1B1OC(C)(C)C(C)(C)O1.C(=O)([O-])[O-].[Na+].[Na+].C(Cl)Cl, predict the reaction product. The product is: [CH3:18][C:19]1[CH:20]=[CH:21][C:22]([NH:25][C:26](=[O:37])[C:27]2[CH:32]=[CH:31][CH:30]=[C:29]([C:33]([F:34])([F:35])[F:36])[CH:28]=2)=[CH:23][C:24]=1[C:2]1[N:3]=[C:4]([N:12]2[CH2:17][CH2:16][O:15][CH2:14][CH2:13]2)[C:5]2[N:10]([CH3:11])[N:9]=[CH:8][C:6]=2[N:7]=1. (5) Given the reactants CCO.Cl.[Cl:5][C:6]1[N:11]=[CH:10][C:9]([O:12][CH2:13][CH:14]2[CH2:19][CH2:18][NH:17][CH2:16][CH2:15]2)=[CH:8][N:7]=1.[CH2:20]([C:22]1([CH2:25][CH3:26])[CH2:24][O:23]1)[CH3:21].C([O-])([O-])=O.[K+].[K+], predict the reaction product. The product is: [Cl:5][C:6]1[N:11]=[CH:10][C:9]([O:12][CH2:13][CH:14]2[CH2:19][CH2:18][N:17]([CH2:24][C:22]([OH:23])([CH2:25][CH3:26])[CH2:20][CH3:21])[CH2:16][CH2:15]2)=[CH:8][N:7]=1.